Task: Predict the reaction yield, written as a fraction of the theoretical maximum amount of product (1.0 means a 100% yield; for example, 0.34 means a 34% yield).. Dataset: Reaction yield outcomes from USPTO patents with 853,638 reactions (1) The reactants are [Cl:1][C:2]1[CH:7]=[CH:6][C:5]([C:8]([F:11])([F:10])[F:9])=[CH:4][C:3]=1[C:12]1[NH:13][CH:14]=[CH:15][C:16]=1[C:17]#[N:18].[C:19](Cl)(=[O:21])[CH3:20]. The catalyst is C1(C)C=CC=CC=1.CCOC(C)=O.[Zn]. The product is [C:19]([C:14]1[NH:13][C:12]([C:3]2[CH:4]=[C:5]([C:8]([F:11])([F:10])[F:9])[CH:6]=[CH:7][C:2]=2[Cl:1])=[C:16]([C:17]#[N:18])[CH:15]=1)(=[O:21])[CH3:20]. The yield is 0.740. (2) The reactants are [CH2:1]([NH:3][CH2:4][CH3:5])[CH3:2].[F:6][C:7]1[CH:12]=[CH:11][C:10]([C:13]2[N:17]([CH3:18])[N:16]=[CH:15][C:14]=2/[CH:19]=[CH:20]/[C:21]([NH:23][C:24]2[CH:29]=[CH:28][C:27]([CH2:30][C:31](O)=[O:32])=[CH:26][CH:25]=2)=[O:22])=[CH:9][CH:8]=1.O.ON1C2C=CC=CC=2N=N1.Cl.C(N=C=NCCCN(C)C)C. The catalyst is O.CN(C)C=O. The product is [CH2:1]([N:3]([CH2:4][CH3:5])[C:31](=[O:32])[CH2:30][C:27]1[CH:26]=[CH:25][C:24]([NH:23][C:21](=[O:22])/[CH:20]=[CH:19]/[C:14]2[CH:15]=[N:16][N:17]([CH3:18])[C:13]=2[C:10]2[CH:9]=[CH:8][C:7]([F:6])=[CH:12][CH:11]=2)=[CH:29][CH:28]=1)[CH3:2]. The yield is 0.620. (3) The reactants are Br[C:2]1[CH:7]=[CH:6][C:5]([C:8]2[N:12]([C:13]3[CH:14]=[CH:15][C:16]([S:19]([NH2:22])(=[O:21])=[O:20])=[N:17][CH:18]=3)[N:11]=[C:10]([C:23]([F:26])([F:25])[F:24])[C:9]=2[Cl:27])=[CH:4][CH:3]=1.C([Sn](CCCC)(CCCC)[C:33]1[N:34]=[CH:35][S:36][CH:37]=1)CCC.[Cl-].[Li+]. The catalyst is O1CCOCC1.C1C=CC([P]([Pd]([P](C2C=CC=CC=2)(C2C=CC=CC=2)C2C=CC=CC=2)([P](C2C=CC=CC=2)(C2C=CC=CC=2)C2C=CC=CC=2)[P](C2C=CC=CC=2)(C2C=CC=CC=2)C2C=CC=CC=2)(C2C=CC=CC=2)C2C=CC=CC=2)=CC=1. The product is [Cl:27][C:9]1[C:10]([C:23]([F:26])([F:25])[F:24])=[N:11][N:12]([C:13]2[CH:14]=[CH:15][C:16]([S:19]([NH2:22])(=[O:21])=[O:20])=[N:17][CH:18]=2)[C:8]=1[C:5]1[CH:6]=[CH:7][C:2]([C:33]2[N:34]=[CH:35][S:36][CH:37]=2)=[CH:3][CH:4]=1. The yield is 0.840. (4) The reactants are Cl[C:2]1[C:3]([NH2:9])=[N:4][CH:5]=[N:6][C:7]=1Cl.[O:10]([C:17]1[CH:22]=[CH:21][C:20](B(O)O)=[CH:19][CH:18]=1)[C:11]1[CH:16]=[CH:15][CH:14]=[CH:13][CH:12]=1.[NH2:26][CH2:27][CH:28]1[CH2:33][CH2:32][N:31]([C:34]([O:36]C(C)(C)C)=O)[CH2:30][CH2:29]1.[N:41]1([CH2:46]/[CH:47]=[CH:48]/C(O)=O)[CH2:45][CH2:44][CH2:43][CH2:42]1. No catalyst specified. The product is [NH2:9][C:3]1[N:4]=[CH:5][N:6]=[C:7]([NH:26][CH2:27][CH:28]2[CH2:29][CH2:30][N:31]([C:34](=[O:36])/[CH:48]=[CH:47]/[CH2:46][N:41]3[CH2:45][CH2:44][CH2:43][CH2:42]3)[CH2:32][CH2:33]2)[C:2]=1[C:20]1[CH:21]=[CH:22][C:17]([O:10][C:11]2[CH:16]=[CH:15][CH:14]=[CH:13][CH:12]=2)=[CH:18][CH:19]=1. The yield is 0.0910. (5) The reactants are [Cl:1][C:2]1[N:7]2[N:8]=[C:9]([C:11]3[CH:20]=[CH:19][C:18]4[CH2:17][CH2:16][CH2:15][CH2:14][C:13]=4[CH:12]=3)[CH:10]=[C:6]2[N:5]=[C:4]([CH3:21])[C:3]=1[C@H:22]([OH:27])[C:23]([O:25][CH3:26])=[O:24].C(O[C:32]([CH3:35])([CH3:34])[CH3:33])(=O)C.Cl(O)(=O)(=O)=O. The catalyst is C(Cl)Cl. The product is [C:32]([O:27][C@@H:22]([C:3]1[C:4]([CH3:21])=[N:5][C:6]2[N:7]([N:8]=[C:9]([C:11]3[CH:20]=[CH:19][C:18]4[CH2:17][CH2:16][CH2:15][CH2:14][C:13]=4[CH:12]=3)[CH:10]=2)[C:2]=1[Cl:1])[C:23]([O:25][CH3:26])=[O:24])([CH3:35])([CH3:34])[CH3:33]. The yield is 0.723.